Dataset: Catalyst prediction with 721,799 reactions and 888 catalyst types from USPTO. Task: Predict which catalyst facilitates the given reaction. (1) Reactant: [Cl:1][C:2]1[CH:23]=[C:22]([Cl:24])[CH:21]=[CH:20][C:3]=1[O:4][CH2:5][C:6]1[CH:7]=[C:8]([CH2:16][CH2:17][CH2:18][OH:19])[CH:9]=[C:10]([O:12][CH:13]([CH3:15])[CH3:14])[CH:11]=1.[CH2:25]([N:27]1[C:31]([CH2:32][CH2:33][C:34]([O:36]CC)=[O:35])=[CH:30][C:29](O)=[N:28]1)[CH3:26].C(P(CCCC)CCCC)CCC.N(C(N1CCCCC1)=O)=NC(N1CCCCC1)=O.O1CCCC1CCO.[OH-].[Na+].Cl. Product: [Cl:1][C:2]1[CH:23]=[C:22]([Cl:24])[CH:21]=[CH:20][C:3]=1[O:4][CH2:5][C:6]1[CH:7]=[C:8]([CH2:16][CH2:17][CH2:18][O:19][C:29]2[CH:30]=[C:31]([CH2:32][CH2:33][C:34]([OH:36])=[O:35])[N:27]([CH2:25][CH3:26])[N:28]=2)[CH:9]=[C:10]([O:12][CH:13]([CH3:15])[CH3:14])[CH:11]=1. The catalyst class is: 7. (2) Reactant: Cl[C:2]1[N:7]=[CH:6][C:5]2[O:8][C:9]3[C:14]([C@@:15]4([CH2:19][O:18][C:17]([NH2:20])=[N:16]4)[C:4]=2[CH:3]=1)=[CH:13][C:12]([C:21]1[CH:22]=[N:23][CH:24]=[CH:25][CH:26]=1)=[CH:11][CH:10]=3. Product: [N:23]1[CH:24]=[CH:25][CH:26]=[C:21]([C:12]2[CH:13]=[C:14]3[C@@:15]4([CH2:19][O:18][C:17]([NH2:20])=[N:16]4)[C:4]4[CH:3]=[CH:2][N:7]=[CH:6][C:5]=4[O:8][C:9]3=[CH:10][CH:11]=2)[CH:22]=1. The catalyst class is: 19.